This data is from Catalyst prediction with 721,799 reactions and 888 catalyst types from USPTO. The task is: Predict which catalyst facilitates the given reaction. (1) Reactant: Cl[C:2]1[C:11]2[C:6](=[CH:7][C:8]([F:13])=[CH:9][C:10]=2[F:12])[N:5]=[C:4]([N:14]2[CH2:19][CH2:18][N:17]([CH3:20])[CH2:16][C:15]2=[O:21])[C:3]=1[CH3:22].[O:23]1[CH2:28][CH2:27][N:26]([C:29]2[CH:30]=[C:31]([NH2:35])[CH:32]=[N:33][CH:34]=2)[CH2:25][CH2:24]1. Product: [F:12][C:10]1[CH:9]=[C:8]([F:13])[CH:7]=[C:6]2[C:11]=1[C:2]([NH:35][C:31]1[CH:32]=[N:33][CH:34]=[C:29]([N:26]3[CH2:27][CH2:28][O:23][CH2:24][CH2:25]3)[CH:30]=1)=[C:3]([CH3:22])[C:4]([N:14]1[CH2:19][CH2:18][N:17]([CH3:20])[CH2:16][C:15]1=[O:21])=[N:5]2. The catalyst class is: 11. (2) Reactant: CO[C:3](=[O:40])[CH2:4][O:5][C:6]1[CH:11]=[CH:10][C:9]([F:12])=[C:8]([CH2:13][C:14]2[C:22]3[C:17](=[N:18][CH:19]=[C:20]([C:23]4[CH:24]=[N:25][CH:26]=[CH:27][CH:28]=4)[CH:21]=3)[N:16]([Si](C(C)C)(C(C)C)C(C)C)[CH:15]=2)[C:7]=1[F:39].[CH2:41]([NH2:48])[C:42]1[CH:47]=[CH:46][CH:45]=[CH:44][CH:43]=1.CCCC[N+](CCCC)(CCCC)CCCC.[F-]. Product: [CH2:41]([NH:48][C:3](=[O:40])[CH2:4][O:5][C:6]1[CH:11]=[CH:10][C:9]([F:12])=[C:8]([CH2:13][C:14]2[C:22]3[C:17](=[N:18][CH:19]=[C:20]([C:23]4[CH:24]=[N:25][CH:26]=[CH:27][CH:28]=4)[CH:21]=3)[NH:16][CH:15]=2)[C:7]=1[F:39])[C:42]1[CH:47]=[CH:46][CH:45]=[CH:44][CH:43]=1. The catalyst class is: 5. (3) Reactant: [F:1][C:2]([F:15])([F:14])[C:3]([N:5]1[CH2:10][CH2:9][CH:8]([CH2:11][CH2:12][OH:13])[CH2:7][CH2:6]1)=O. Product: [F:15][C:2]([F:1])([F:14])[CH2:3][N:5]1[CH2:10][CH2:9][CH:8]([CH2:11][CH2:12][OH:13])[CH2:7][CH2:6]1. The catalyst class is: 7.